From a dataset of Forward reaction prediction with 1.9M reactions from USPTO patents (1976-2016). Predict the product of the given reaction. (1) Given the reactants [CH3:1][O:2][CH2:3][C:4](=[O:10])[CH2:5][C:6]([O:8]C)=O.[OH:11][CH:12]1[CH2:17][CH2:16][NH:15][CH2:14][CH2:13]1, predict the reaction product. The product is: [OH:11][CH:12]1[CH2:17][CH2:16][N:15]([C:6](=[O:8])[CH2:5][C:4](=[O:10])[CH2:3][O:2][CH3:1])[CH2:14][CH2:13]1. (2) Given the reactants [CH2:1]([O:8][C:9]1[C:10]([C:28](O)=[O:29])=[N:11][C:12]([CH2:16][C:17]2([C:22]3[CH:27]=[CH:26][CH:25]=[CH:24][N:23]=3)[CH2:21][CH2:20][CH2:19][CH2:18]2)=[N:13][C:14]=1[OH:15])[C:2]1[CH:7]=[CH:6][CH:5]=[CH:4][CH:3]=1.C(N(CC)C(C)C)(C)C.CN(C(ON1N=NC2C=CC=NC1=2)=[N+](C)C)C.F[P-](F)(F)(F)(F)F.[Si:64]([O:71][CH2:72][CH2:73][NH:74][CH:75]([CH3:77])[CH3:76])([C:67]([CH3:70])([CH3:69])[CH3:68])([CH3:66])[CH3:65], predict the reaction product. The product is: [Si:64]([O:71][CH2:72][CH2:73][N:74]([CH:75]([CH3:77])[CH3:76])[C:28]([C:10]1[C:9]([O:8][CH2:1][C:2]2[CH:7]=[CH:6][CH:5]=[CH:4][CH:3]=2)=[C:14]([OH:15])[N:13]=[C:12]([CH2:16][C:17]2([C:22]3[CH:27]=[CH:26][CH:25]=[CH:24][N:23]=3)[CH2:21][CH2:20][CH2:19][CH2:18]2)[N:11]=1)=[O:29])([C:67]([CH3:70])([CH3:69])[CH3:68])([CH3:66])[CH3:65].